From a dataset of Reaction yield outcomes from USPTO patents with 853,638 reactions. Predict the reaction yield, written as a fraction of the theoretical maximum amount of product (1.0 means a 100% yield; for example, 0.34 means a 34% yield). The yield is 0.630. The product is [CH2:1]([N:8]([CH2:22][C:23]1[CH:28]=[CH:27][CH:26]=[CH:25][CH:24]=1)[C@@H:9]1[CH2:10][CH2:11][C:12]2[C:17](=[C:16]([C:30]3[CH:35]=[N:34][C:33]([CH3:36])=[CH:32][CH:31]=3)[CH:15]=[CH:14][CH:13]=2)[CH2:18]1)[C:2]1[CH:7]=[CH:6][CH:5]=[CH:4][CH:3]=1. No catalyst specified. The reactants are [CH2:1]([N:8]([CH2:22][C:23]1[CH:28]=[CH:27][CH:26]=[CH:25][CH:24]=1)[C@H:9]1[CH2:18][C:17]2[C:16](B(O)O)=[CH:15][CH:14]=[CH:13][C:12]=2[CH2:11][CH2:10]1)[C:2]1[CH:7]=[CH:6][CH:5]=[CH:4][CH:3]=1.Br[C:30]1[CH:31]=[CH:32][C:33]([CH3:36])=[N:34][CH:35]=1.